This data is from Catalyst prediction with 721,799 reactions and 888 catalyst types from USPTO. The task is: Predict which catalyst facilitates the given reaction. Reactant: [OH:1][C:2]1[CH:3]=[C:4]([S:8]([NH2:11])(=[O:10])=[O:9])[CH:5]=[CH:6][CH:7]=1.Br[CH2:13][CH2:14][CH2:15][O:16][C:17]1[CH:22]=[CH:21][C:20]([O:23][C:24]2[CH:29]=[CH:28][CH:27]=[CH:26][CH:25]=2)=[CH:19][C:18]=1[CH2:30][CH2:31][CH3:32].C(=O)([O-])[O-].[Cs+].[Cs+]. The catalyst class is: 3. Product: [O:23]([C:20]1[CH:21]=[CH:22][C:17]([O:16][CH2:15][CH2:14][CH2:13][O:1][C:2]2[CH:3]=[C:4]([S:8]([NH2:11])(=[O:9])=[O:10])[CH:5]=[CH:6][CH:7]=2)=[C:18]([CH2:30][CH2:31][CH3:32])[CH:19]=1)[C:24]1[CH:25]=[CH:26][CH:27]=[CH:28][CH:29]=1.